Predict which catalyst facilitates the given reaction. From a dataset of Catalyst prediction with 721,799 reactions and 888 catalyst types from USPTO. (1) Reactant: [C:1]([O:5][C:6]([NH:8][C:9]1[C:17](Cl)=[N:16][CH:15]=[CH:14][C:10]=1[C:11]([OH:13])=[O:12])=[O:7])([CH3:4])([CH3:3])[CH3:2].[N+:19]([C:22]1[CH:23]=[C:24](B(O)O)[CH:25]=[CH:26][CH:27]=1)([O-:21])=[O:20].C([O-])([O-])=O.[Na+].[Na+]. The catalyst class is: 70. Product: [C:1]([O:5][C:6]([NH:8][C:9]1[C:17]([C:26]2[CH:25]=[CH:24][CH:23]=[C:22]([N+:19]([O-:21])=[O:20])[CH:27]=2)=[N:16][CH:15]=[CH:14][C:10]=1[C:11]([OH:13])=[O:12])=[O:7])([CH3:4])([CH3:3])[CH3:2]. (2) Reactant: [CH3:1][O:2][C:3](=[O:17])[CH:4]([NH2:16])[CH2:5][C:6]1[CH:7]=[C:8]2[C:12](=[C:13]([CH3:15])[CH:14]=1)[NH:11][N:10]=[CH:9]2.[C:18](C1NC=CN=1)(C1NC=CN=1)=[O:19].[F:30][C:31]1[CH:32]=[CH:33][CH:34]=[C:35]2[C:40]=1[NH:39][C:38](=[O:41])[N:37]([CH:42]1[CH2:47][CH2:46][NH:45][CH2:44][CH2:43]1)[CH2:36]2. Product: [F:30][C:31]1[CH:32]=[CH:33][CH:34]=[C:35]2[C:40]=1[NH:39][C:38](=[O:41])[N:37]([CH:42]1[CH2:47][CH2:46][N:45]([C:18]([NH:16][CH:4]([CH2:5][C:6]3[CH:7]=[C:8]4[C:12](=[C:13]([CH3:15])[CH:14]=3)[NH:11][N:10]=[CH:9]4)[C:3]([O:2][CH3:1])=[O:17])=[O:19])[CH2:44][CH2:43]1)[CH2:36]2. The catalyst class is: 7. (3) Reactant: [Cl:1][C:2]1[CH:7]=[C:6]([C:8]2[N:12]=[CH:11][N:10](/[CH:13]=[CH:14]\[C:15]([NH:17][NH2:18])=[O:16])[N:9]=2)[CH:5]=[C:4]([O:19][CH3:20])[N:3]=1.[CH:21](OC)(OC)OC.CS(O)(=O)=O.CCOC(C)=O.CCCCCC. Product: [Cl:1][C:2]1[CH:7]=[C:6]([C:8]2[N:12]=[CH:11][N:10](/[CH:13]=[CH:14]\[C:15]3[O:16][CH:21]=[N:18][N:17]=3)[N:9]=2)[CH:5]=[C:4]([O:19][CH3:20])[N:3]=1. The catalyst class is: 1. (4) Reactant: [Br:1][CH:2]([CH:5]=O)[CH:3]=O.[NH2:7][C:8]1[C:12]([C:13]([O:15][CH2:16][CH3:17])=[O:14])=[CH:11][NH:10][N:9]=1.CC(O)=O.[OH-].[Na+]. Product: [Br:1][C:2]1[CH:3]=[N:7][C:8]2[N:9]([N:10]=[CH:11][C:12]=2[C:13]([O:15][CH2:16][CH3:17])=[O:14])[CH:5]=1. The catalyst class is: 271. (5) Reactant: Br[C:2]1[CH:7]=[CH:6][C:5]([C:8]2[CH:9]=[C:10]3[C:14](=[CH:15][CH:16]=2)[N:13]([CH3:17])[N:12]=[CH:11]3)=[CH:4][CH:3]=1.C([O-])(=O)C.[K+].[B:23]1([B:23]2[O:27][C:26]([CH3:29])([CH3:28])[C:25]([CH3:31])([CH3:30])[O:24]2)[O:27][C:26]([CH3:29])([CH3:28])[C:25]([CH3:31])([CH3:30])[O:24]1. Product: [CH3:17][N:13]1[C:14]2[C:10](=[CH:9][C:8]([C:5]3[CH:6]=[CH:7][C:2]([B:23]4[O:27][C:26]([CH3:29])([CH3:28])[C:25]([CH3:31])([CH3:30])[O:24]4)=[CH:3][CH:4]=3)=[CH:16][CH:15]=2)[CH:11]=[N:12]1. The catalyst class is: 12. (6) Reactant: [CH3:1][N:2]1[CH:6]=[CH:5][C:4]([C:7](=[O:9])[CH3:8])=[CH:3]1.ClS([N:14]=[C:15]=O)(=O)=O.CN(C)C=O.C(=O)([O-])[O-].[Na+].[Na+]. Product: [C:7]([C:4]1[CH:5]=[C:6]([C:15]#[N:14])[N:2]([CH3:1])[CH:3]=1)(=[O:9])[CH3:8]. The catalyst class is: 46. (7) Reactant: Br[CH:2]([C:6]1[CH:11]=[CH:10][CH:9]=[C:8]([N+:12]([O-:14])=[O:13])[CH:7]=1)[C:3](=O)[CH3:4].[C:15]([NH:18][C:19]([NH2:21])=[S:20])(=[O:17])[CH3:16]. Product: [CH3:4][C:3]1[N:21]=[C:19]([NH:18][C:15](=[O:17])[CH3:16])[S:20][C:2]=1[C:6]1[CH:11]=[CH:10][CH:9]=[C:8]([N+:12]([O-:14])=[O:13])[CH:7]=1. The catalyst class is: 8. (8) Reactant: [NH2:1][C:2]1[N:10]=[C:9](Cl)[CH:8]=[CH:7][C:3]=1[C:4]([OH:6])=[O:5].[NH:12]1[CH2:17][CH2:16][CH2:15][CH:14]([C:18]2[CH:23]=[CH:22][CH:21]=[CH:20][N:19]=2)[CH2:13]1.C(N(CC)CC)C. Product: [NH2:1][C:2]1[N:10]=[C:9]([N:12]2[CH2:17][CH2:16][CH2:15][CH:14]([C:18]3[CH:23]=[CH:22][CH:21]=[CH:20][N:19]=3)[CH2:13]2)[CH:8]=[CH:7][C:3]=1[C:4]([OH:6])=[O:5]. The catalyst class is: 9.